This data is from Peptide-MHC class I binding affinity with 185,985 pairs from IEDB/IMGT. The task is: Regression. Given a peptide amino acid sequence and an MHC pseudo amino acid sequence, predict their binding affinity value. This is MHC class I binding data. (1) The peptide sequence is TSPIVPSFDM. The MHC is Mamu-A01 with pseudo-sequence Mamu-A01. The binding affinity (normalized) is 0.788. (2) The peptide sequence is QLPLESDAV. The MHC is HLA-A68:02 with pseudo-sequence HLA-A68:02. The binding affinity (normalized) is 0.298. (3) The peptide sequence is QGFLVFHSF. The MHC is Mamu-B52 with pseudo-sequence Mamu-B52. The binding affinity (normalized) is 1.00. (4) The peptide sequence is SIILEFFLMV. The MHC is HLA-A02:06 with pseudo-sequence HLA-A02:06. The binding affinity (normalized) is 0.745.